From a dataset of Reaction yield outcomes from USPTO patents with 853,638 reactions. Predict the reaction yield, written as a fraction of the theoretical maximum amount of product (1.0 means a 100% yield; for example, 0.34 means a 34% yield). (1) The reactants are [CH3:1][C:2]1[CH:11]=[CH:10][C:9]2[C:4](=[CH:5][CH:6]=[CH:7][C:8]=2[N:12]2[CH2:17][CH2:16][N:15]([CH2:18][CH2:19][C:20]3[CH:21]=[C:22]([CH:24]=[CH:25][CH:26]=3)[NH2:23])[CH2:14][CH2:13]2)[N:3]=1.[CH:27]1([C:30](Cl)=[O:31])[CH2:29][CH2:28]1. No catalyst specified. The product is [CH3:1][C:2]1[CH:11]=[CH:10][C:9]2[C:4](=[CH:5][CH:6]=[CH:7][C:8]=2[N:12]2[CH2:13][CH2:14][N:15]([CH2:18][CH2:19][C:20]3[CH:21]=[C:22]([NH:23][C:30]([CH:27]4[CH2:29][CH2:28]4)=[O:31])[CH:24]=[CH:25][CH:26]=3)[CH2:16][CH2:17]2)[N:3]=1. The yield is 0.700. (2) The reactants are [O:1]1[CH2:6][CH2:5][CH:4]([NH:7][C:8](=[O:13])OC(C)=C)[CH2:3][CH2:2]1.C1CCN2[C:17](=[N:18]CCC2)[CH2:16][CH2:15]1.C(N)C#C. The catalyst is O1CCOCC1.[Cl-].[Na+].O. The product is [CH2:17]([NH:18][C:8]([NH:7][CH:4]1[CH2:3][CH2:2][O:1][CH2:6][CH2:5]1)=[O:13])[C:16]#[CH:15]. The yield is 0.810. (3) The reactants are [Br:1][C:2]1[N:7]=[C:6]2[N:8]([CH2:11][C:12]3[CH:23]=[CH:22][C:15]4[N:16]=[C:17](S(C)=O)[S:18][C:14]=4[CH:13]=3)[CH:9]=[N:10][C:5]2=[CH:4][CH:3]=1.[NH2:24][C@@H:25]1[CH2:30][CH2:29][CH2:28][CH2:27][C@H:26]1[OH:31].CCN(C(C)C)C(C)C. The catalyst is CC(N(C)C)=O. The product is [Br:1][C:2]1[N:7]=[C:6]2[N:8]([CH2:11][C:12]3[CH:23]=[CH:22][C:15]4[N:16]=[C:17]([NH:24][C@@H:25]5[CH2:30][CH2:29][CH2:28][CH2:27][C@H:26]5[OH:31])[S:18][C:14]=4[CH:13]=3)[CH:9]=[N:10][C:5]2=[CH:4][CH:3]=1. The yield is 0.210. (4) The reactants are [OH:1][C:2]1[CH:3]=[C:4]2[C:9](=[CH:10][CH:11]=1)[C:7](=[O:8])[O:6][CH2:5]2.Cl[CH2:13][CH2:14][CH2:15][N:16]1[CH2:21][CH2:20][O:19][CH2:18][CH2:17]1.C(=O)([O-])[O-].[K+].[K+]. The catalyst is CN(C=O)C. The product is [N:16]1([CH2:15][CH2:14][CH2:13][O:1][C:2]2[CH:3]=[C:4]3[C:9](=[CH:10][CH:11]=2)[C:7](=[O:8])[O:6][CH2:5]3)[CH2:21][CH2:20][O:19][CH2:18][CH2:17]1. The yield is 0.920. (5) The reactants are O=C1C2C(=CC=CC=2)C(=O)[N:3]1[CH2:12][C:13]1[N:14]=[CH:15][C:16]([NH:19][C:20]([NH:22][C:23]2[CH:28]=[C:27]([CH3:29])[CH:26]=[CH:25][C:24]=2[O:30][CH3:31])=[O:21])=[N:17][CH:18]=1.O.NN. The catalyst is CCO.CN(C=O)C. The product is [NH2:3][CH2:12][C:13]1[N:14]=[CH:15][C:16]([NH:19][C:20]([NH:22][C:23]2[CH:28]=[C:27]([CH3:29])[CH:26]=[CH:25][C:24]=2[O:30][CH3:31])=[O:21])=[N:17][CH:18]=1. The yield is 0.720. (6) The reactants are [CH2:1]([O:11][C:12]1[C:16]([O:17][CH2:18][CH2:19][CH2:20][CH2:21][CH2:22][CH2:23][CH2:24][CH2:25][CH2:26][CH3:27])=[C:15]([C:28]([O:30]CC)=[O:29])[NH:14][C:13]=1[C:33]([O:35]CC)=[O:34])[CH2:2][CH2:3][CH2:4][CH2:5][CH2:6][CH2:7][CH2:8][CH2:9][CH3:10].[OH-].[Na+]. The catalyst is C(O)C. The product is [CH2:1]([O:11][C:12]1[C:16]([O:17][CH2:18][CH2:19][CH2:20][CH2:21][CH2:22][CH2:23][CH2:24][CH2:25][CH2:26][CH3:27])=[C:15]([C:28]([OH:30])=[O:29])[NH:14][C:13]=1[C:33]([OH:35])=[O:34])[CH2:2][CH2:3][CH2:4][CH2:5][CH2:6][CH2:7][CH2:8][CH2:9][CH3:10]. The yield is 0.658. (7) The catalyst is CS(C)=O.C1C=CC(P([C]2[CH][CH][CH][CH]2)C2C=CC=CC=2)=CC=1.C1C=CC(P([C]2[CH][CH][CH][CH]2)C2C=CC=CC=2)=CC=1.Cl[Pd]Cl.[Fe]. The yield is 0.600. The product is [OH:26][C:23]([CH3:25])([CH3:24])[CH2:22][C@@:13]1([C:16]2[CH:21]=[CH:20][CH:19]=[CH:18][CH:17]=2)[O:12][C:11](=[O:27])[N:10]([C@H:8]([C:5]2[CH:6]=[CH:7][C:2]([B:31]3[O:32][C:33]([CH3:35])([CH3:34])[C:29]([CH3:45])([CH3:28])[O:30]3)=[CH:3][CH:4]=2)[CH3:9])[CH2:15][CH2:14]1. The reactants are Br[C:2]1[CH:7]=[CH:6][C:5]([C@@H:8]([N:10]2[CH2:15][CH2:14][C@:13]([CH2:22][C:23]([OH:26])([CH3:25])[CH3:24])([C:16]3[CH:21]=[CH:20][CH:19]=[CH:18][CH:17]=3)[O:12][C:11]2=[O:27])[CH3:9])=[CH:4][CH:3]=1.[CH3:28][C:29]1([CH3:45])[C:33]([CH3:35])([CH3:34])[O:32][B:31]([B:31]2[O:32][C:33]([CH3:35])([CH3:34])[C:29]([CH3:45])([CH3:28])[O:30]2)[O:30]1.CC([O-])=O.[K+].